From a dataset of Catalyst prediction with 721,799 reactions and 888 catalyst types from USPTO. Predict which catalyst facilitates the given reaction. Reactant: [Cl:1][C:2]1[CH:7]=[CH:6][C:5]([OH:8])=[CH:4][C:3]=1[C:9]([F:12])([F:11])[F:10].Cl[C:14]1[CH:19]=[C:18]([CH3:20])[C:17]([N+:21]([O-:23])=[O:22])=[CH:16][N:15]=1.C(=O)([O-])[O-].[K+].[K+].Cl. Product: [Cl:1][C:2]1[CH:7]=[CH:6][C:5]([O:8][C:14]2[CH:19]=[C:18]([CH3:20])[C:17]([N+:21]([O-:23])=[O:22])=[CH:16][N:15]=2)=[CH:4][C:3]=1[C:9]([F:10])([F:11])[F:12]. The catalyst class is: 136.